From a dataset of Forward reaction prediction with 1.9M reactions from USPTO patents (1976-2016). Predict the product of the given reaction. (1) Given the reactants BrC1C=C(C=CC=1)O[C:6]1[CH:11]=[CH:10][C:9]([C:12]2[N:16]([CH:17]3[CH2:22][CH2:21][CH2:20][CH2:19][CH2:18]3)[C:15]3[CH:23]=[CH:24][C:25]([C:27]([O:29][CH2:30][CH3:31])=[O:28])=[CH:26][C:14]=3[N:13]=2)=[CH:8][CH:7]=1.[C:35]1(/[CH:43]=[CH:44]/C2C=CC=CC=2)[CH:40]=[CH:39][C:38](C=O)=[CH:37][CH:36]=1.C1C=CC2C(=NO[N+]=2[O-])C=1.C(OCC)(=O)C, predict the reaction product. The product is: [CH:17]1([N:16]2[C:15]3[CH:23]=[CH:24][C:25]([C:27]([O:29][CH2:30][CH3:31])=[O:28])=[CH:26][C:14]=3[N:13]=[C:12]2[C:9]2[CH:10]=[CH:11][C:6](/[CH:44]=[CH:43]/[C:35]3[CH:40]=[CH:39][CH:38]=[CH:37][CH:36]=3)=[CH:7][CH:8]=2)[CH2:22][CH2:21][CH2:20][CH2:19][CH2:18]1. (2) Given the reactants [CH3:1][C:2]1[CH:7]=[CH:6][C:5]([S:8]([O:11][CH2:12][CH:13]2[CH2:17][C:16]3[CH:18]=[CH:19][CH:20]=[C:21](Br)[C:15]=3[O:14]2)(=[O:10])=[O:9])=[CH:4][CH:3]=1.[CH3:23][O:24][C:25]1[CH:26]=[C:27](B(O)O)[CH:28]=[CH:29][CH:30]=1.C(=O)([O-])[O-].[K+].[K+], predict the reaction product. The product is: [CH3:1][C:2]1[CH:7]=[CH:6][C:5]([S:8]([O:11][CH2:12][CH:13]2[CH2:17][C:16]3[CH:18]=[CH:19][CH:20]=[C:21]([C:29]4[CH:28]=[CH:27][CH:26]=[C:25]([O:24][CH3:23])[CH:30]=4)[C:15]=3[O:14]2)(=[O:10])=[O:9])=[CH:4][CH:3]=1.